This data is from Reaction yield outcomes from USPTO patents with 853,638 reactions. The task is: Predict the reaction yield, written as a fraction of the theoretical maximum amount of product (1.0 means a 100% yield; for example, 0.34 means a 34% yield). (1) The reactants are [N:1]1([C:8]([N:10]2[CH2:13][CH:12]([O:14][C:15]3[CH:16]=[CH:17][C:18]([C:21]([NH:23][CH3:24])=[O:22])=[N:19][CH:20]=3)[CH2:11]2)=[O:9])[CH2:7][CH2:6][CH2:5][NH:4][CH2:3][CH2:2]1.[CH2:25]=O. The catalyst is CC#N. The product is [CH3:25][N:4]1[CH2:5][CH2:6][CH2:7][N:1]([C:8]([N:10]2[CH2:11][CH:12]([O:14][C:15]3[CH:16]=[CH:17][C:18]([C:21]([NH:23][CH3:24])=[O:22])=[N:19][CH:20]=3)[CH2:13]2)=[O:9])[CH2:2][CH2:3]1. The yield is 0.200. (2) The reactants are [Cl:1][C:2]1[CH:7]=[CH:6][C:5]([CH2:8][C:9](=O)[CH3:10])=[C:4]([O:12][CH3:13])[CH:3]=1.[CH3:14][C:15]([S@@:18]([NH2:20])=[O:19])([CH3:17])[CH3:16]. The catalyst is C1COCC1.C(O[Ti](OCC)(OCC)OCC)C. The product is [Cl:1][C:2]1[CH:7]=[CH:6][C:5]([CH2:8]/[C:9](=[N:20]\[S@:18]([C:15]([CH3:17])([CH3:16])[CH3:14])=[O:19])/[CH3:10])=[C:4]([O:12][CH3:13])[CH:3]=1. The yield is 0.680. (3) The reactants are [C:1]([N:5]1[C:9](=[O:10])[C:8]([NH:11][CH:12]2[CH2:17][CH2:16][NH:15][CH2:14][CH2:13]2)=[C:7]([C:18]2[CH:23]=[CH:22][CH:21]=[CH:20][CH:19]=2)[S:6]1(=[O:25])=[O:24])([CH3:4])([CH3:3])[CH3:2].[F:26][C:27]([F:38])([F:37])[C:28]1[CH:36]=[CH:35][CH:34]=[CH:33][C:29]=1[C:30](Cl)=[O:31].CCN(P1(N(C)CCCN1)=NC(C)(C)C)CC. The catalyst is C(Cl)Cl. The product is [C:1]([N:5]1[C:9](=[O:10])[C:8]([NH:11][CH:12]2[CH2:17][CH2:16][N:15]([C:30](=[O:31])[C:29]3[CH:33]=[CH:34][CH:35]=[CH:36][C:28]=3[C:27]([F:26])([F:37])[F:38])[CH2:14][CH2:13]2)=[C:7]([C:18]2[CH:19]=[CH:20][CH:21]=[CH:22][CH:23]=2)[S:6]1(=[O:25])=[O:24])([CH3:4])([CH3:2])[CH3:3]. The yield is 0.360. (4) The reactants are Cl[CH2:2][CH2:3][CH2:4][N:5]1[CH:14]=[C:13]([C:15]2[CH:20]=[CH:19][C:18]([O:21][CH3:22])=[CH:17][CH:16]=2)[C:12](=[O:23])[C:11]2[C:6]1=[C:7]([O:27][CH2:28][CH2:29][CH3:30])[CH:8]=[C:9]1[CH2:26][CH2:25][CH2:24][C:10]1=2.[NH:31]1[CH2:36][CH2:35][O:34][CH2:33][CH2:32]1.C(=O)([O-])[O-].[K+].[K+].[I-].[Na+]. The catalyst is C(OCC)(=O)C.O.CN(C)C=O. The product is [CH3:22][O:21][C:18]1[CH:17]=[CH:16][C:15]([C:13]2[C:12](=[O:23])[C:11]3[C:6](=[C:7]([O:27][CH2:28][CH2:29][CH3:30])[CH:8]=[C:9]4[CH2:26][CH2:25][CH2:24][C:10]4=3)[N:5]([CH2:4][CH2:3][CH2:2][N:31]3[CH2:36][CH2:35][O:34][CH2:33][CH2:32]3)[CH:14]=2)=[CH:20][CH:19]=1. The yield is 0.380. (5) The reactants are FC(F)(F)S(O[C:7]1[CH:16]=[CH:15][C:14]([C:17](=[O:19])[CH3:18])=[C:13]2[C:8]=1[CH2:9][CH2:10][CH2:11][CH2:12]2)(=O)=O.[C:22]([O-:25])([O-])=[O:23].[Na+].[Na+].[C]=O.[CH3:30]O. The catalyst is C1C=CC(P(C2C=CC=CC=2)[C-]2C=CC=C2)=CC=1.C1C=CC(P(C2C=CC=CC=2)[C-]2C=CC=C2)=CC=1.Cl[Pd]Cl.[Fe+2]. The product is [C:17]([C:14]1[C:13]2[CH2:12][CH2:11][CH2:10][CH2:9][C:8]=2[C:7]([C:22]([O:25][CH3:30])=[O:23])=[CH:16][CH:15]=1)(=[O:19])[CH3:18]. The yield is 0.650. (6) The reactants are Cl.[CH3:2][NH:3][CH3:4].Cl.C(N=C=NCCCN(C)C)C.O.ON1C2C=CC=CC=2N=N1.[Cl:28][C:29]1[CH:30]=[CH:31][C:32](/[C:37](/[C:45]2[CH:53]=[CH:52][C:48]([C:49](O)=[O:50])=[CH:47][CH:46]=2)=[CH:38]/[C@H:39]2[CH2:43][CH2:42][C:41](=[O:44])[NH:40]2)=[N:33][C:34]=1[O:35][CH3:36]. The catalyst is C(Cl)(Cl)Cl.CN(C)C=O.C(N(CC)CC)C. The product is [Cl:28][C:29]1[CH:30]=[CH:31][C:32](/[C:37](/[C:45]2[CH:46]=[CH:47][C:48]([C:49]([N:3]([CH3:4])[CH3:2])=[O:50])=[CH:52][CH:53]=2)=[CH:38]/[C@H:39]2[CH2:43][CH2:42][C:41](=[O:44])[NH:40]2)=[N:33][C:34]=1[O:35][CH3:36]. The yield is 0.990. (7) The reactants are [CH3:1][C:2]([O:14][Si](C)(C)C)([CH3:13])[C:3]#[C:4][C:5]([C:7]1[CH:12]=[CH:11][N:10]=[CH:9][CH:8]=1)=[O:6].CC1C=CC(S(O)(=O)=O)=CC=1. The catalyst is C(Cl)Cl. The product is [OH:14][C:2]([CH3:13])([CH3:1])[C:3]#[C:4][C:5]([C:7]1[CH:8]=[CH:9][N:10]=[CH:11][CH:12]=1)=[O:6]. The yield is 0.970.